Dataset: Reaction yield outcomes from USPTO patents with 853,638 reactions. Task: Predict the reaction yield, written as a fraction of the theoretical maximum amount of product (1.0 means a 100% yield; for example, 0.34 means a 34% yield). (1) The reactants are [Cl:1][C:2]1[CH:3]=[C:4]([CH:31]=[CH:32][CH:33]=1)[CH2:5][CH2:6][NH:7][C:8]1[N:13]=[C:12]([NH:14][C@H:15]2[CH2:18][C@H:17]([NH:19]C(=O)OC(C)(C)C)[C:16]2([CH3:28])[CH3:27])[C:11]([C:29]#[N:30])=[CH:10][N:9]=1.C(O)(C(F)(F)F)=O. The catalyst is C(Cl)Cl. The product is [NH2:19][C@H:17]1[CH2:18][C@H:15]([NH:14][C:12]2[C:11]([C:29]#[N:30])=[CH:10][N:9]=[C:8]([NH:7][CH2:6][CH2:5][C:4]3[CH:31]=[CH:32][CH:33]=[C:2]([Cl:1])[CH:3]=3)[N:13]=2)[C:16]1([CH3:28])[CH3:27]. The yield is 0.640. (2) The reactants are [CH2:1](Br)[C:2]1[CH:7]=[CH:6][CH:5]=[CH:4][CH:3]=1.[O:9]1[C:13]2([CH2:18][CH2:17][CH:16]([C:19]3[CH:25]=[CH:24][C:22]([NH2:23])=[CH:21][CH:20]=3)[CH2:15][CH2:14]2)[O:12][CH2:11][CH2:10]1.C(=O)([O-])[O-].[K+].[K+].O. The catalyst is CC(N(C)C)=O. The product is [CH2:1]([N:23]([CH2:1][C:2]1[CH:7]=[CH:6][CH:5]=[CH:4][CH:3]=1)[C:22]1[CH:21]=[CH:20][C:19]([CH:16]2[CH2:15][CH2:14][C:13]3([O:12][CH2:11][CH2:10][O:9]3)[CH2:18][CH2:17]2)=[CH:25][CH:24]=1)[C:2]1[CH:7]=[CH:6][CH:5]=[CH:4][CH:3]=1. The yield is 0.850. (3) The reactants are [CH2:1]([N:3]([CH2:37][CH3:38])[CH2:4][CH2:5][CH2:6][NH:7][C:8]1[N:9]=[C:10]([C:27]2[CH:28]=[C:29]([CH:33]=[CH:34][C:35]=2[CH3:36])[C:30](O)=[O:31])[C:11]2[CH:17]=[CH:16][C:15](=[O:18])[N:14]([C:19]3[C:24]([F:25])=[CH:23][CH:22]=[CH:21][C:20]=3[F:26])[C:12]=2[N:13]=1)[CH3:2].CN(C(ON1N=NC2C=CC=CC1=2)=[N+](C)C)C.F[P-](F)(F)(F)(F)F.C(N(CC)CC)C.[CH3:70][CH:71]([CH3:75])[C@@H:72]([NH2:74])[CH3:73]. The catalyst is CN(C=O)C. The product is [CH2:37]([N:3]([CH2:1][CH3:2])[CH2:4][CH2:5][CH2:6][NH:7][C:8]1[N:9]=[C:10]([C:27]2[CH:28]=[C:29]([CH:33]=[CH:34][C:35]=2[CH3:36])[C:30]([NH:74][C@@H:72]([CH3:73])[CH:71]([CH3:75])[CH3:70])=[O:31])[C:11]2[CH:17]=[CH:16][C:15](=[O:18])[N:14]([C:19]3[C:24]([F:25])=[CH:23][CH:22]=[CH:21][C:20]=3[F:26])[C:12]=2[N:13]=1)[CH3:38]. The yield is 0.400.